This data is from Reaction yield outcomes from USPTO patents with 853,638 reactions. The task is: Predict the reaction yield, written as a fraction of the theoretical maximum amount of product (1.0 means a 100% yield; for example, 0.34 means a 34% yield). (1) The reactants are [C:1]1([CH:7]([O:10][Si](C)(C)C)[C:8]#N)[CH:6]=[CH:5][CH:4]=[CH:3][CH:2]=1.C[Si]([N-][Si](C)(C)C)(C)C.[Li+].BrC[C:27]1[CH:28]=[C:29]([F:36])[C:30]([S:34][CH3:35])=[C:31]([F:33])[CH:32]=1.Cl. The product is [F:36][C:29]1[CH:28]=[C:27]([CH2:8][C:7]([C:1]2[CH:6]=[CH:5][CH:4]=[CH:3][CH:2]=2)=[O:10])[CH:32]=[C:31]([F:33])[C:30]=1[S:34][CH3:35]. The catalyst is C1COCC1. The yield is 0.680. (2) The reactants are [CH2:1]([Si:9](Cl)([Cl:11])[Cl:10])[CH2:2][CH2:3][CH2:4][CH2:5][CH2:6][CH:7]=[CH2:8].C[SiH](Cl)Cl. The catalyst is [Cl-].C1([P+](C2C=CC=CC=2)(C2C=CC=CC=2)C2C=CC=CC=2)C=CC=CC=1. The product is [CH2:1]([SiH:9]([Cl:11])[Cl:10])[CH2:2][CH2:3][CH2:4][CH2:5][CH2:6][CH:7]=[CH2:8]. The yield is 0.642.